Dataset: Full USPTO retrosynthesis dataset with 1.9M reactions from patents (1976-2016). Task: Predict the reactants needed to synthesize the given product. Given the product [CH2:1]([O:3][C:4]([C:6]1[N:7]=[C:8]2[C:13]([C:14]([F:17])([F:15])[F:16])=[CH:12][C:11]([Br:18])=[CH:10][N:9]2[C:19]=1[N+:25]([O-:27])=[O:26])=[O:5])[CH3:2], predict the reactants needed to synthesize it. The reactants are: [CH2:1]([O:3][C:4]([C:6]1[N:7]=[C:8]2[C:13]([C:14]([F:17])([F:16])[F:15])=[CH:12][C:11]([Br:18])=[CH:10][N:9]2[CH:19]=1)=[O:5])[CH3:2].S(=O)(=O)(O)O.[N+:25]([O-])([OH:27])=[O:26].